From a dataset of TCR-epitope binding with 47,182 pairs between 192 epitopes and 23,139 TCRs. Binary Classification. Given a T-cell receptor sequence (or CDR3 region) and an epitope sequence, predict whether binding occurs between them. (1) The TCR CDR3 sequence is CASSQDKTTNYGYTF. Result: 0 (the TCR does not bind to the epitope). The epitope is FLYNLLTRV. (2) The epitope is ELAGIGILTV. The TCR CDR3 sequence is CASSQDGLLGELFF. Result: 1 (the TCR binds to the epitope). (3) The epitope is LLDFVRFMGV. The TCR CDR3 sequence is CASSLKSSLSYNEQFF. Result: 0 (the TCR does not bind to the epitope). (4) The epitope is GLIYNRMGAVTTEV. The TCR CDR3 sequence is CASKFLTLPTYEQYF. Result: 0 (the TCR does not bind to the epitope). (5) The epitope is KLPDDFTGCV. The TCR CDR3 sequence is CASSLGGGGLTDTQYF. Result: 1 (the TCR binds to the epitope). (6) The epitope is RAKFKQLL. The TCR CDR3 sequence is CASSSVRGPNYGYTF. Result: 1 (the TCR binds to the epitope).